Dataset: Reaction yield outcomes from USPTO patents with 853,638 reactions. Task: Predict the reaction yield, written as a fraction of the theoretical maximum amount of product (1.0 means a 100% yield; for example, 0.34 means a 34% yield). (1) The reactants are I[CH2:2][C@@H:3]([CH3:18])[CH2:4][N:5]1[C:10]2[CH:11]=[C:12]([O:15][CH3:16])[CH:13]=[CH:14][C:9]=2[O:8][CH2:7][C:6]1=[O:17].[CH:19](=[C:23]1[CH2:28][CH2:27][NH:26][CH2:25][CH2:24]1)[CH2:20][CH2:21][CH3:22]. The catalyst is CCCCCCC.CCOC(C)=O. The product is [CH:19](=[C:23]1[CH2:28][CH2:27][N:26]([CH2:2][C@@H:3]([CH3:18])[CH2:4][N:5]2[C:10]3[CH:11]=[C:12]([O:15][CH3:16])[CH:13]=[CH:14][C:9]=3[O:8][CH2:7][C:6]2=[O:17])[CH2:25][CH2:24]1)[CH2:20][CH2:21][CH3:22]. The yield is 0.770. (2) The reactants are [NH2:1][C:2]1[CH:7]=[CH:6][CH:5]=[C:4]([C:8]([OH:10])=[O:9])[N:3]=1.O=S(Cl)Cl.[CH2:15](O)[CH3:16]. No catalyst specified. The product is [NH2:1][C:2]1[N:3]=[C:4]([C:8]([O:10][CH2:15][CH3:16])=[O:9])[CH:5]=[CH:6][CH:7]=1. The yield is 0.760. (3) The reactants are [F:1][C:2]1[CH:7]=[CH:6][C:5]([C@@:8]([NH:27][C:28](=[O:39])[C:29]2[CH:34]=[CH:33][CH:32]=[C:31]([C:35]([F:38])([F:37])[F:36])[CH:30]=2)([C:16]2[CH:21]=[C:20]([C:22]([F:25])([F:24])[F:23])[CH:19]=[C:18]([F:26])[CH:17]=2)[CH2:9][C:10]2[CH:15]=[CH:14][CH:13]=[CH:12][CH:11]=2)=[CH:4][C:3]=1[OH:40].[CH3:41][N:42]=[C:43]=[O:44].CCN(CC)CC. The catalyst is C(Cl)Cl.CCOC(C)=O. The product is [CH3:41][NH:42][C:43](=[O:44])[O:40][C:3]1[CH:4]=[C:5]([C@:8]([C:16]2[CH:21]=[C:20]([C:22]([F:23])([F:25])[F:24])[CH:19]=[C:18]([F:26])[CH:17]=2)([NH:27][C:28](=[O:39])[C:29]2[CH:34]=[CH:33][CH:32]=[C:31]([C:35]([F:36])([F:37])[F:38])[CH:30]=2)[CH2:9][C:10]2[CH:11]=[CH:12][CH:13]=[CH:14][CH:15]=2)[CH:6]=[CH:7][C:2]=1[F:1]. The yield is 0.610. (4) The reactants are [Br:1][C:2]1[CH:3]=[C:4]2[C:8](=[CH:9][CH:10]=1)[NH:7][CH:6]=[CH:5]2.[C:11](O[C:11]([O:13][C:14]([CH3:17])([CH3:16])[CH3:15])=[O:12])([O:13][C:14]([CH3:17])([CH3:16])[CH3:15])=[O:12]. The catalyst is C(#N)C.CN(C)C1C=CN=CC=1. The product is [C:11]([N:7]1[C:8]2[C:4](=[CH:3][C:2]([Br:1])=[CH:10][CH:9]=2)[CH:5]=[CH:6]1)([O:13][C:14]([CH3:17])([CH3:16])[CH3:15])=[O:12]. The yield is 0.990. (5) The reactants are Cl[C:2]1[CH:7]=[CH:6][N:5]=[C:4]([NH:8][C:9]([NH:11][CH2:12][CH2:13][CH2:14][N:15]([CH2:18][CH3:19])[CH2:16][CH3:17])=[O:10])[CH:3]=1.Cl.N1C=CC=CC=1.[CH3:27][NH:28][C:29]([N:31]1[C:39]2[C:34](=[CH:35][C:36]([NH2:40])=[CH:37][CH:38]=2)[CH:33]=[CH:32]1)=[O:30].C(OCC)(=O)C. The catalyst is C(OC(O)C)C.CO. The product is [CH3:27][NH:28][C:29]([N:31]1[C:39]2[C:34](=[CH:35][C:36]([NH:40][C:2]3[CH:7]=[CH:6][N:5]=[C:4]([NH:8][C:9]([NH:11][CH2:12][CH2:13][CH2:14][N:15]([CH2:18][CH3:19])[CH2:16][CH3:17])=[O:10])[CH:3]=3)=[CH:37][CH:38]=2)[CH:33]=[CH:32]1)=[O:30]. The yield is 0.170.